From a dataset of Catalyst prediction with 721,799 reactions and 888 catalyst types from USPTO. Predict which catalyst facilitates the given reaction. (1) Reactant: [CH3:1][CH:2]([CH3:12])[C@H:3]([NH:10][CH3:11])[CH2:4][N:5]1[CH2:8][CH:7]([OH:9])[CH2:6]1.CCN(C(C)C)C(C)C.[Cl:22][C:23]1[CH:31]=[CH:30][C:26]([C:27]([OH:29])=O)=[CH:25][CH:24]=1.CN(C(ON1N=NC2C=CC=CC1=2)=[N+](C)C)C.[B-](F)(F)(F)F.C([O-])(O)=O.[Na+]. Product: [Cl:22][C:23]1[CH:24]=[CH:25][C:26]([C:27]([N:10]([C@@H:3]([CH:2]([CH3:12])[CH3:1])[CH2:4][N:5]2[CH2:6][CH:7]([OH:9])[CH2:8]2)[CH3:11])=[O:29])=[CH:30][CH:31]=1. The catalyst class is: 2. (2) Reactant: [H-].[Na+].[Cl:3][C:4]1[CH:9]=[CH:8][C:7]([C:10]2[C:15]([C:16]([NH:18][CH:19]([CH3:21])[CH3:20])=[O:17])=[CH:14][N:13]=[CH:12][CH:11]=2)=[C:6](F)[CH:5]=1. Product: [Cl:3][C:4]1[CH:9]=[CH:8][C:7]2[C:10]3[C:15](=[CH:14][N:13]=[CH:12][CH:11]=3)[C:16](=[O:17])[N:18]([CH:19]([CH3:21])[CH3:20])[C:6]=2[CH:5]=1. The catalyst class is: 1.